Dataset: Full USPTO retrosynthesis dataset with 1.9M reactions from patents (1976-2016). Task: Predict the reactants needed to synthesize the given product. Given the product [CH3:1][O:2][C:3]([C:4]1[CH:9]=[CH:8][C:7]([C:23]2[CH:22]=[CH:21][N:20]=[C:19]([NH:18][CH:12]3[CH2:17][CH2:16][CH2:15][CH2:14][CH2:13]3)[CH:24]=2)=[N:6][CH:5]=1)=[O:11], predict the reactants needed to synthesize it. The reactants are: [CH3:1][O:2][C:3](=[O:11])[C:4]1[CH:9]=[CH:8][C:7](Cl)=[N:6][CH:5]=1.[CH:12]1([NH:18][C:19]2[CH:24]=[C:23]([Sn](C)(C)C)[CH:22]=[CH:21][N:20]=2)[CH2:17][CH2:16][CH2:15][CH2:14][CH2:13]1.C1(C)C=CC=CC=1.